From a dataset of NCI-60 drug combinations with 297,098 pairs across 59 cell lines. Regression. Given two drug SMILES strings and cell line genomic features, predict the synergy score measuring deviation from expected non-interaction effect. (1) Cell line: CCRF-CEM. Drug 2: CCC1(CC2CC(C3=C(CCN(C2)C1)C4=CC=CC=C4N3)(C5=C(C=C6C(=C5)C78CCN9C7C(C=CC9)(C(C(C8N6C)(C(=O)OC)O)OC(=O)C)CC)OC)C(=O)OC)O.OS(=O)(=O)O. Drug 1: CCC(=C(C1=CC=CC=C1)C2=CC=C(C=C2)OCCN(C)C)C3=CC=CC=C3.C(C(=O)O)C(CC(=O)O)(C(=O)O)O. Synergy scores: CSS=38.1, Synergy_ZIP=12.1, Synergy_Bliss=19.3, Synergy_Loewe=14.4, Synergy_HSA=14.2. (2) Drug 1: CCC1(CC2CC(C3=C(CCN(C2)C1)C4=CC=CC=C4N3)(C5=C(C=C6C(=C5)C78CCN9C7C(C=CC9)(C(C(C8N6C=O)(C(=O)OC)O)OC(=O)C)CC)OC)C(=O)OC)O.OS(=O)(=O)O. Drug 2: C#CCC(CC1=CN=C2C(=N1)C(=NC(=N2)N)N)C3=CC=C(C=C3)C(=O)NC(CCC(=O)O)C(=O)O. Cell line: PC-3. Synergy scores: CSS=69.9, Synergy_ZIP=21.7, Synergy_Bliss=-3.03, Synergy_Loewe=38.4, Synergy_HSA=-0.664. (3) Drug 1: COC1=C(C=C2C(=C1)N=CN=C2NC3=CC(=C(C=C3)F)Cl)OCCCN4CCOCC4. Drug 2: CC(C)NC(=O)C1=CC=C(C=C1)CNNC.Cl. Cell line: K-562. Synergy scores: CSS=6.39, Synergy_ZIP=-5.28, Synergy_Bliss=-5.01, Synergy_Loewe=-10.7, Synergy_HSA=-5.81. (4) Drug 1: COC1=C(C=C2C(=C1)N=CN=C2NC3=CC(=C(C=C3)F)Cl)OCCCN4CCOCC4. Drug 2: CC12CCC3C(C1CCC2=O)CC(=C)C4=CC(=O)C=CC34C. Cell line: HS 578T. Synergy scores: CSS=46.7, Synergy_ZIP=-0.295, Synergy_Bliss=4.10, Synergy_Loewe=-7.09, Synergy_HSA=6.00.